From a dataset of Full USPTO retrosynthesis dataset with 1.9M reactions from patents (1976-2016). Predict the reactants needed to synthesize the given product. (1) Given the product [CH2:1]([C:3]1[CH:9]=[CH:8][C:7]([N+:10]([O-:12])=[O:11])=[CH:6][C:4]=1[NH2:5])[CH3:2], predict the reactants needed to synthesize it. The reactants are: [CH2:1]([C:3]1[CH:9]=[CH:8][CH:7]=[CH:6][C:4]=1[NH2:5])[CH3:2].[N+:10]([O-])([OH:12])=[O:11].[OH-].[Na+]. (2) Given the product [CH2:14]([C:9]1[C:10]2[C:30](=[CH:31][C:32]([C:33](=[O:29])[CH3:1])=[CH:12][CH:11]=2)[N:7]([CH2:21][O:22][CH2:23][CH2:24][Si:25]([CH3:26])([CH3:27])[CH3:28])[N:8]=1)[CH3:6], predict the reactants needed to synthesize it. The reactants are: [CH3:1][Mg]Cl.C([C:6]1[N:7]([CH2:21][O:22][CH2:23][CH2:24][Si:25]([CH3:28])([CH3:27])[CH3:26])[N:8]=[C:9]2[C:14]=1C=[CH:12][C:11](C(N(OC)C)=O)=[CH:10]2)C.[O:29]1[CH2:33][CH2:32][CH2:31][CH2:30]1. (3) Given the product [Cl:1][C:2]1[N:7]=[C:6]([O:9][C:10]2[CH:37]=[CH:36][CH:35]=[CH:34][C:11]=2[CH2:12][NH:13][C:14]([NH:16][C:17]2[N:21]([C:22]3[CH:27]=[CH:26][CH:25]=[C:24]([O:28][CH3:29])[CH:23]=3)[N:20]=[C:19]([C:30]([CH3:31])([CH3:32])[CH3:33])[CH:18]=2)=[O:15])[CH:5]=[CH:4][N:3]=1, predict the reactants needed to synthesize it. The reactants are: [Cl:1][C:2]1[N:7]=[C:6](Cl)[CH:5]=[CH:4][N:3]=1.[OH:9][C:10]1[CH:37]=[CH:36][CH:35]=[CH:34][C:11]=1[CH2:12][NH:13][C:14]([NH:16][C:17]1[N:21]([C:22]2[CH:27]=[CH:26][CH:25]=[C:24]([O:28][CH3:29])[CH:23]=2)[N:20]=[C:19]([C:30]([CH3:33])([CH3:32])[CH3:31])[CH:18]=1)=[O:15].[OH-].[Na+].[Cl-].[NH4+]. (4) Given the product [CH3:11][C:12]1[S:16][C:15]([C:17]([OH:19])=[O:18])=[CH:14][C:13]=1[NH:20][C:28](=[O:29])[CH2:27][C:21]1[CH:26]=[CH:25][CH:24]=[CH:23][CH:22]=1, predict the reactants needed to synthesize it. The reactants are: C(N(C(C)C)CC)(C)C.Cl.[CH3:11][C:12]1[S:16][C:15]([C:17]([OH:19])=[O:18])=[CH:14][C:13]=1[NH2:20].[C:21]1([CH2:27][C:28](Cl)=[O:29])[CH:26]=[CH:25][CH:24]=[CH:23][CH:22]=1.Cl. (5) Given the product [CH:7]1([N:10]2[CH:14]=[C:13]([C:15]3[CH:16]=[C:17]4[C:22](=[CH:23][CH:24]=3)[N:21]([C:25]([O:27][CH3:28])=[O:26])[C@@H:20]([CH3:29])[CH2:19][N:18]4[C:30]([O:32][CH:33]([CH3:37])[CH3:34])=[O:31])[CH:12]=[N:11]2)[CH2:8][CH2:9]1, predict the reactants needed to synthesize it. The reactants are: FC(F)(F)C=O.[CH:7]1([N:10]2[CH:14]=[C:13]([C:15]3[CH:16]=[C:17]4[C:22](=[CH:23][CH:24]=3)[N:21]([C:25]([O:27][CH3:28])=[O:26])[C@@H:20]([CH3:29])[CH2:19][N:18]4[C:30]([O:32][CH:33]3[CH2:37]CC[CH2:34]3)=[O:31])[CH:12]=[N:11]2)[CH2:9][CH2:8]1.ClC(OC(C)C)=O.